This data is from Full USPTO retrosynthesis dataset with 1.9M reactions from patents (1976-2016). The task is: Predict the reactants needed to synthesize the given product. Given the product [C:2]1([CH3:8])[CH:3]=[CH:4][CH:5]=[C:6]([O:7][C@@H:10]([CH3:9])[CH2:11][CH2:12][O:15][C:16]2[CH:21]=[CH:20][C:19]([CH:22]([C:28]#[C:29][CH3:30])[CH2:23][C:24]([OH:26])=[O:25])=[CH:18][CH:17]=2)[CH:1]=1, predict the reactants needed to synthesize it. The reactants are: [CH:1]1[C:6]([OH:7])=[CH:5][CH:4]=[CH:3][C:2]=1[CH3:8].[CH2:9](O)[CH2:10][C@@H:11](O)[CH3:12].[OH:15][C:16]1[CH:21]=[CH:20][C:19]([CH:22]([C:28]#[C:29][CH3:30])[CH2:23][C:24]([O:26]C)=[O:25])=[CH:18][CH:17]=1.